Dataset: Catalyst prediction with 721,799 reactions and 888 catalyst types from USPTO. Task: Predict which catalyst facilitates the given reaction. Reactant: C([O:4][C@@H:5]1[C@@H:10]([O:11]C(=O)C)[C@H:9]([C:15]2[CH:20]=[CH:19][C:18]([Cl:21])=[C:17]([CH2:22][C:23]3[CH:28]=[CH:27][C:26]([O:29][CH2:30][CH3:31])=[CH:25][CH:24]=3)[CH:16]=2)[O:8][C@H:7]([CH2:32][S:33][C:34]2[CH:39]=[C:38]([NH2:40])[CH:37]=[CH:36][C:35]=2[F:41])[C@H:6]1[O:42]C(=O)C)(=O)C.[OH-].[Li+].C1C[O:51][CH2:50][CH2:49]1.CO.O. Product: [Cl:21][C:18]1[CH:19]=[CH:20][C:15]([C@@H:9]2[O:8][C@H:7]([CH2:32][S:33][C:34]3[CH:39]=[C:38]([NH:40][C:50](=[O:51])[CH3:49])[CH:37]=[CH:36][C:35]=3[F:41])[C@@H:6]([OH:42])[C@H:5]([OH:4])[C@H:10]2[OH:11])=[CH:16][C:17]=1[CH2:22][C:23]1[CH:28]=[CH:27][C:26]([O:29][CH2:30][CH3:31])=[CH:25][CH:24]=1. The catalyst class is: 6.